From a dataset of Full USPTO retrosynthesis dataset with 1.9M reactions from patents (1976-2016). Predict the reactants needed to synthesize the given product. Given the product [C:1]([C:4]1[CH:9]=[C:8]([O:10][CH2:11][C:12]2[CH:17]=[CH:16][CH:15]=[CH:14][CH:13]=2)[CH:7]=[C:6]2[C:5]=1[CH2:21][CH2:22][C:23](=[O:25])[NH:18]2)(=[O:3])[CH3:2], predict the reactants needed to synthesize it. The reactants are: [C:1]([C:4]1[CH:9]=[C:8]([O:10][CH2:11][C:12]2[CH:17]=[CH:16][CH:15]=[CH:14][CH:13]=2)[CH:7]=[C:6]([N+:18]([O-])=O)[C:5]=1[CH:21]=[CH:22][C:23]([O:25]C)=O)(=[O:3])[CH3:2].